From a dataset of Catalyst prediction with 721,799 reactions and 888 catalyst types from USPTO. Predict which catalyst facilitates the given reaction. (1) Reactant: C[O:2][C:3](=[O:35])[CH2:4][O:5][C:6]1[CH:11]=[C:10]([CH:12]2[CH2:14][CH2:13]2)[C:9]([O:15][CH2:16][C:17]2[S:18][CH:19]=[C:20]([C:22]3[CH:27]=[CH:26][C:25]([C:28]4[CH:33]=[CH:32][CH:31]=[CH:30][CH:29]=4)=[CH:24][CH:23]=3)[N:21]=2)=[CH:8][C:7]=1[CH3:34].C1COCC1.[Li+].[OH-].Cl. Product: [C:25]1([C:28]2[CH:33]=[CH:32][CH:31]=[CH:30][CH:29]=2)[CH:26]=[CH:27][C:22]([C:20]2[N:21]=[C:17]([CH2:16][O:15][C:9]3[C:10]([CH:12]4[CH2:13][CH2:14]4)=[CH:11][C:6]([O:5][CH2:4][C:3]([OH:35])=[O:2])=[C:7]([CH3:34])[CH:8]=3)[S:18][CH:19]=2)=[CH:23][CH:24]=1. The catalyst class is: 238. (2) Reactant: CC([S@@]([NH:7][C@@H:8]([CH:10]1[CH2:15][CH2:14][O:13][CH2:12][CH2:11]1)[CH3:9])=O)(C)C.Cl. Product: [O:13]1[CH2:14][CH2:15][CH:10]([C@H:8]([NH2:7])[CH3:9])[CH2:11][CH2:12]1. The catalyst class is: 71. (3) Reactant: C(OC([N:8]1[CH2:13][CH:12]=[C:11]([C:14]2[CH:19]=[CH:18][CH:17]=[C:16]([CH:20]([C:29]3[NH:33][C:32]4[CH:34]=[CH:35][CH:36]=[CH:37][C:31]=4[N:30]=3)[O:21][CH:22]3[CH2:27][CH2:26][N:25]([CH3:28])[CH2:24][CH2:23]3)[CH:15]=2)[CH2:10][CH2:9]1)=O)(C)(C)C.FC(F)(F)C(O)=O. Product: [CH3:28][N:25]1[CH2:24][CH2:23][CH:22]([O:21][CH:20]([C:16]2[CH:17]=[CH:18][CH:19]=[C:14]([C:11]3[CH2:12][CH2:13][NH:8][CH2:9][CH:10]=3)[CH:15]=2)[C:29]2[NH:30][C:31]3[CH:37]=[CH:36][CH:35]=[CH:34][C:32]=3[N:33]=2)[CH2:27][CH2:26]1. The catalyst class is: 4. (4) Reactant: P([O:8][CH2:9][CH3:10])(OCC)OCC.C[O:12][CH2:13][CH2:14]CC.[CH3:17][C:18](C)([O-:20])C.[K+].[CH2:23]([O:30][C:31]1[CH:38]=[CH:37][C:34]([CH:35]=O)=[CH:33][CH:32]=1)[C:24]1[CH:29]=[CH:28][CH:27]=[CH:26][CH:25]=1. Product: [CH2:18]([O:20][C:9](=[O:8])[C:10]([O:12][CH2:13][CH3:14])=[CH:35][C:34]1[CH:37]=[CH:38][C:31]([O:30][CH2:23][C:24]2[CH:29]=[CH:28][CH:27]=[CH:26][CH:25]=2)=[CH:32][CH:33]=1)[CH3:17]. The catalyst class is: 878. (5) Reactant: [H-].[Na+].[C:3]([C:5]1[CH:6]=[N:7][C:8]2[C:13]([CH:14]=1)=[CH:12][C:11]([O:15][CH:16]([S:26][CH3:27])[C:17]([NH:19][C:20]1([CH2:24][OH:25])[CH2:23][CH2:22][CH2:21]1)=[O:18])=[CH:10][CH:9]=2)#[CH:4].[CH2:28](Br)[C:29]#[CH:30].O. Product: [C:3]([C:5]1[CH:6]=[N:7][C:8]2[C:13]([CH:14]=1)=[CH:12][C:11]([O:15][CH:16]([S:26][CH3:27])[C:17]([NH:19][C:20]1([CH2:24][O:25][CH2:30][C:29]#[CH:28])[CH2:23][CH2:22][CH2:21]1)=[O:18])=[CH:10][CH:9]=2)#[CH:4]. The catalyst class is: 1. (6) Reactant: [NH2:1][C:2]1[CH:3]=[CH:4][C:5]([OH:12])=[C:6]([CH:11]=1)[C:7]([O:9][CH3:10])=[O:8].[CH2:13]1[C@@H:17]([CH2:18][CH2:19][CH2:20][CH2:21][C:22](O)=[O:23])[S:16][S:15][CH2:14]1.C(Cl)CCl. Product: [S:15]1[CH2:14][CH2:13][C@H:17]([CH2:18][CH2:19][CH2:20][CH2:21][C:22]([NH:1][C:2]2[CH:3]=[CH:4][C:5]([OH:12])=[C:6]([CH:11]=2)[C:7]([O:9][CH3:10])=[O:8])=[O:23])[S:16]1. The catalyst class is: 31. (7) Reactant: C(OC([N:8]1[CH2:12][CH2:11][S:10][C@H:9]1[C:13]([O:15][C@H:16]([C:27]1[CH:32]=[CH:31][C:30]([O:33][CH:34]([F:36])[F:35])=[C:29]([O:37][CH3:38])[CH:28]=1)[CH2:17][C:18]1[C:23]([Cl:24])=[CH:22][N+:21]([O-:25])=[CH:20][C:19]=1[Cl:26])=[O:14])=O)(C)(C)C.Cl. Product: [ClH:24].[Cl:26][C:19]1[CH:20]=[N+:21]([O-:25])[CH:22]=[C:23]([Cl:24])[C:18]=1[CH2:17][C@@H:16]([C:27]1[CH:32]=[CH:31][C:30]([O:33][CH:34]([F:36])[F:35])=[C:29]([O:37][CH3:38])[CH:28]=1)[O:15][C:13]([C@H:9]1[NH:8][CH2:12][CH2:11][S:10]1)=[O:14]. The catalyst class is: 25. (8) Reactant: [F:1][C:2]([F:9])([F:8])[C:3]1([CH2:6][OH:7])[CH2:5][CH2:4]1.[C:10]1([CH3:20])[CH:15]=[CH:14][C:13]([S:16](Cl)(=[O:18])=[O:17])=[CH:12][CH:11]=1. Product: [CH3:20][C:10]1[CH:15]=[CH:14][C:13]([S:16]([O:7][CH2:6][C:3]2([C:2]([F:9])([F:8])[F:1])[CH2:5][CH2:4]2)(=[O:18])=[O:17])=[CH:12][CH:11]=1. The catalyst class is: 79. (9) Reactant: [CH2:1]([O:11][CH2:12][C:13]([CH2:18][O:19][CH2:20][CH2:21][CH2:22][CH2:23][CH2:24][CH2:25][CH2:26][CH2:27][CH2:28][CH3:29])([CH2:16][OH:17])[CH2:14][OH:15])[CH2:2][CH2:3][CH2:4][CH2:5][CH2:6][CH2:7][CH2:8][CH2:9][CH3:10].CS(C)=O.C(Cl)(=O)C(Cl)=O. Product: [CH2:20]([O:19][CH2:18][C:13]([CH2:12][O:11][CH2:1][CH2:2][CH2:3][CH2:4][CH2:5][CH2:6][CH2:7][CH2:8][CH2:9][CH3:10])([CH:14]=[O:15])[CH:16]=[O:17])[CH2:21][CH2:22][CH2:23][CH2:24][CH2:25][CH2:26][CH2:27][CH2:28][CH3:29]. The catalyst class is: 4. (10) The catalyst class is: 2. Reactant: [C:1]1([NH2:8])[CH:6]=[CH:5][CH:4]=[C:3]([NH2:7])[CH:2]=1.[C:9]([O:13][C:14](O[C:14]([O:13][C:9]([CH3:12])([CH3:11])[CH3:10])=[O:15])=[O:15])([CH3:12])([CH3:11])[CH3:10]. Product: [NH2:7][C:3]1[CH:2]=[C:1]([NH:8][C:14](=[O:15])[O:13][C:9]([CH3:12])([CH3:11])[CH3:10])[CH:6]=[CH:5][CH:4]=1.